Dataset: Peptide-MHC class I binding affinity with 185,985 pairs from IEDB/IMGT. Task: Regression. Given a peptide amino acid sequence and an MHC pseudo amino acid sequence, predict their binding affinity value. This is MHC class I binding data. (1) The MHC is HLA-A03:01 with pseudo-sequence HLA-A03:01. The peptide sequence is RLNPMHQLLR. The binding affinity (normalized) is 0.382. (2) The peptide sequence is GLNKIVRMY. The MHC is HLA-B58:01 with pseudo-sequence HLA-B58:01. The binding affinity (normalized) is 0. (3) The binding affinity (normalized) is 0.0847. The peptide sequence is RHIAIQVCY. The MHC is HLA-B08:01 with pseudo-sequence HLA-B08:01.